Dataset: NCI-60 drug combinations with 297,098 pairs across 59 cell lines. Task: Regression. Given two drug SMILES strings and cell line genomic features, predict the synergy score measuring deviation from expected non-interaction effect. (1) Drug 1: CCC1=CC2CC(C3=C(CN(C2)C1)C4=CC=CC=C4N3)(C5=C(C=C6C(=C5)C78CCN9C7C(C=CC9)(C(C(C8N6C)(C(=O)OC)O)OC(=O)C)CC)OC)C(=O)OC.C(C(C(=O)O)O)(C(=O)O)O. Drug 2: C1=NC2=C(N=C(N=C2N1C3C(C(C(O3)CO)O)F)Cl)N. Cell line: TK-10. Synergy scores: CSS=19.9, Synergy_ZIP=-8.99, Synergy_Bliss=-5.06, Synergy_Loewe=-3.10, Synergy_HSA=-1.07. (2) Drug 1: CC1=C(C=C(C=C1)NC(=O)C2=CC=C(C=C2)CN3CCN(CC3)C)NC4=NC=CC(=N4)C5=CN=CC=C5. Drug 2: C1CC(=O)NC(=O)C1N2C(=O)C3=CC=CC=C3C2=O. Cell line: HCT-15. Synergy scores: CSS=6.40, Synergy_ZIP=-6.55, Synergy_Bliss=-13.8, Synergy_Loewe=-2.00, Synergy_HSA=-7.81. (3) Drug 2: CCC1=C2CN3C(=CC4=C(C3=O)COC(=O)C4(CC)O)C2=NC5=C1C=C(C=C5)O. Synergy scores: CSS=45.2, Synergy_ZIP=-8.14, Synergy_Bliss=-13.2, Synergy_Loewe=-14.7, Synergy_HSA=-8.87. Cell line: CCRF-CEM. Drug 1: C1=C(C(=O)NC(=O)N1)F. (4) Drug 1: CC12CCC(CC1=CCC3C2CCC4(C3CC=C4C5=CN=CC=C5)C)O. Drug 2: C1CC(=O)NC(=O)C1N2CC3=C(C2=O)C=CC=C3N. Cell line: RXF 393. Synergy scores: CSS=14.1, Synergy_ZIP=-2.34, Synergy_Bliss=0.405, Synergy_Loewe=-5.38, Synergy_HSA=2.00. (5) Drug 1: C(CC(=O)O)C(=O)CN.Cl. Drug 2: C1CN(P(=O)(OC1)NCCCl)CCCl. Cell line: CAKI-1. Synergy scores: CSS=2.45, Synergy_ZIP=-1.41, Synergy_Bliss=2.31, Synergy_Loewe=-2.04, Synergy_HSA=-0.858. (6) Drug 1: CC12CCC(CC1=CCC3C2CCC4(C3CC=C4C5=CN=CC=C5)C)O. Drug 2: CC1=C2C(C(=O)C3(C(CC4C(C3C(C(C2(C)C)(CC1OC(=O)C(C(C5=CC=CC=C5)NC(=O)C6=CC=CC=C6)O)O)OC(=O)C7=CC=CC=C7)(CO4)OC(=O)C)O)C)OC(=O)C. Cell line: SR. Synergy scores: CSS=92.3, Synergy_ZIP=19.0, Synergy_Bliss=18.5, Synergy_Loewe=14.3, Synergy_HSA=22.1.